Task: Predict the product of the given reaction.. Dataset: Forward reaction prediction with 1.9M reactions from USPTO patents (1976-2016) Given the reactants [CH:1]12[C:7]([CH3:9])([CH3:8])[CH:6]1[CH2:5][CH:4]=[C:3]([CH3:10])[CH2:2]2.C([O-])([O-])=O.[Ca+2].C1C(=O)N([Br:23])C(=O)C1.[OH2:24], predict the reaction product. The product is: [Br:23][C@@H:4]1[CH2:5][C@@H:6]2[C@@H:1]([C:7]2([CH3:9])[CH3:8])[CH2:2][C@@:3]1([CH3:10])[OH:24].